From a dataset of Reaction yield outcomes from USPTO patents with 853,638 reactions. Predict the reaction yield, written as a fraction of the theoretical maximum amount of product (1.0 means a 100% yield; for example, 0.34 means a 34% yield). (1) The reactants are [Cl:1][C:2]1[N:7]=[CH:6][C:5]([NH2:8])=[C:4]([C:9]2[C:10]([F:24])=[N:11][CH:12]=[C:13](B3OC(C)(C)C(C)(C)O3)[CH:14]=2)[CH:3]=1.[CH3:25][O:26][C:27]1[CH:28]=[C:29](OS(C(F)(F)F)(=O)=O)[CH:30]=[C:31]([O:40][CH3:41])[C:32]=1[CH2:33][N:34]1[CH2:39][CH2:38][CH2:37][CH2:36][CH2:35]1. The catalyst is [F-].[K+].C(#N)C. The product is [Cl:1][C:2]1[N:7]=[CH:6][C:5]([NH2:8])=[C:4]([C:9]2[C:10]([F:24])=[N:11][CH:12]=[C:13]([C:29]3[CH:30]=[C:31]([O:40][CH3:41])[C:32]([CH2:33][N:34]4[CH2:39][CH2:38][CH2:37][CH2:36][CH2:35]4)=[C:27]([O:26][CH3:25])[CH:28]=3)[CH:14]=2)[CH:3]=1. The yield is 0.760. (2) The reactants are ClC1C=CC2SC=C(CN3CCN(C4SC(C(O)=O)=C(C)N=4)C3=O)C=2C=1.[NH:27]1[C:35]2[C:30](=[CH:31][CH:32]=[CH:33][CH:34]=2)[C:29]([CH2:36][CH2:37][N:38]2[CH2:42][CH2:41][N:40]([C:43]3[S:44][C:45]([C:49](O)=[O:50])=[C:46]([CH3:48])[N:47]=3)[C:39]2=[O:52])=[CH:28]1.[N:53]1[CH:58]=[CH:57][CH:56]=[C:55]([CH2:59][NH2:60])[CH:54]=1. No catalyst specified. The product is [NH:27]1[C:35]2[C:30](=[CH:31][CH:32]=[CH:33][CH:34]=2)[C:29]([CH2:36][CH2:37][N:38]2[CH2:42][CH2:41][N:40]([C:43]3[S:44][C:45]([C:49]([NH:60][CH2:59][C:55]4[CH:54]=[N:53][CH:58]=[CH:57][CH:56]=4)=[O:50])=[C:46]([CH3:48])[N:47]=3)[C:39]2=[O:52])=[CH:28]1. The yield is 0.360. (3) The reactants are Cl[C:2]1[C:7]([C:8]([O:10][CH2:11][CH3:12])=[O:9])=[CH:6][N:5]=[C:4]([S:13][CH3:14])[N:3]=1.[CH2:15]([NH2:17])[CH3:16]. The catalyst is CC#N. The product is [CH2:15]([NH:17][C:2]1[C:7]([C:8]([O:10][CH2:11][CH3:12])=[O:9])=[CH:6][N:5]=[C:4]([S:13][CH3:14])[N:3]=1)[CH3:16]. The yield is 0.991.